From a dataset of Catalyst prediction with 721,799 reactions and 888 catalyst types from USPTO. Predict which catalyst facilitates the given reaction. (1) Reactant: Cl.C([N:9]1[CH2:14][CH2:13][C:12]2([C:18]3[CH:19]=[CH:20][C:21]([OH:24])=[C:22]([CH3:23])[C:17]=3[O:16][CH2:15]2)[CH2:11][CH2:10]1)C1C=CC=CC=1. Product: [CH3:23][C:22]1[C:17]2[O:16][CH2:15][C:12]3([CH2:13][CH2:14][NH:9][CH2:10][CH2:11]3)[C:18]=2[CH:19]=[CH:20][C:21]=1[OH:24]. The catalyst class is: 293. (2) Reactant: [C:1]([NH:4][C:5]1[CH:10]=[CH:9][N:8]=[C:7]([C:11]2[CH:12]=[N:13][C:14]([N:17]3[C:25]4[C:20](=[CH:21][CH:22]=[C:23]([C:26]([O:28]C)=[O:27])[CH:24]=4)[C:19]4([CH2:31][CH2:30]4)[CH2:18]3)=[N:15][CH:16]=2)[CH:6]=1)(=[O:3])[CH3:2].[OH-].[Na+]. Product: [C:1]([NH:4][C:5]1[CH:10]=[CH:9][N:8]=[C:7]([C:11]2[CH:12]=[N:13][C:14]([N:17]3[C:25]4[C:20](=[CH:21][CH:22]=[C:23]([C:26]([OH:28])=[O:27])[CH:24]=4)[C:19]4([CH2:30][CH2:31]4)[CH2:18]3)=[N:15][CH:16]=2)[CH:6]=1)(=[O:3])[CH3:2]. The catalyst class is: 87. (3) Reactant: [NH2:1][C:2]1[CH:7]=[CH:6][C:5]([C:8]2[C:16]3[C:11](=[N:12][CH:13]=[N:14][C:15]=3[NH2:17])[N:10]([CH:18]3[CH2:23][CH2:22][CH:21]([N:24]4[CH2:29][CH2:28][N:27]([CH3:30])[CH2:26][CH2:25]4)[CH2:20][CH2:19]3)[N:9]=2)=[CH:4][C:3]=1[O:31][CH3:32].[C:33](Cl)(=[O:40])[C:34]1[CH:39]=[CH:38][CH:37]=[CH:36][CH:35]=1. Product: [NH2:17][C:15]1[N:14]=[CH:13][N:12]=[C:11]2[N:10]([C@H:18]3[CH2:23][CH2:22][C@H:21]([N:24]4[CH2:25][CH2:26][N:27]([CH3:30])[CH2:28][CH2:29]4)[CH2:20][CH2:19]3)[N:9]=[C:8]([C:5]3[CH:6]=[CH:7][C:2]([NH:1][C:33](=[O:40])[C:34]4[CH:39]=[CH:38][CH:37]=[CH:36][CH:35]=4)=[C:3]([O:31][CH3:32])[CH:4]=3)[C:16]=12. The catalyst class is: 4. (4) Reactant: C(OC([NH:8][CH2:9][CH2:10][CH2:11][CH2:12][CH2:13][NH:14][C:15]([CH2:17][S:18][C:19](=[O:21])[CH3:20])=[O:16])=O)(C)(C)C.[F:22][C:23]([F:28])([F:27])[C:24]([OH:26])=[O:25]. Product: [F:22][C:23]([F:28])([F:27])[C:24]([OH:26])=[O:25].[NH2:8][CH2:9][CH2:10][CH2:11][CH2:12][CH2:13][NH:14][C:15]([CH2:17][S:18][C:19](=[O:21])[CH3:20])=[O:16]. The catalyst class is: 2.